This data is from Forward reaction prediction with 1.9M reactions from USPTO patents (1976-2016). The task is: Predict the product of the given reaction. (1) Given the reactants [NH2:1][C@H:2]([CH3:18])[CH2:3][N:4]1[CH:8]=[CH:7][C:6]([C:9]2[CH:16]=[CH:15][C:12]([C:13]#[N:14])=[C:11]([Cl:17])[CH:10]=2)=[N:5]1.[C:19]([O:23][C:24]([NH:26][CH2:27][C:28]1[NH:29][C:30]([C:33](O)=[O:34])=[CH:31][N:32]=1)=[O:25])([CH3:22])([CH3:21])[CH3:20], predict the reaction product. The product is: [Cl:17][C:11]1[CH:10]=[C:9]([C:6]2[CH:7]=[CH:8][N:4]([CH2:3][C@H:2]([NH:1][C:33]([C:30]3[NH:29][C:28]([CH2:27][NH:26][C:24](=[O:25])[O:23][C:19]([CH3:21])([CH3:20])[CH3:22])=[N:32][CH:31]=3)=[O:34])[CH3:18])[N:5]=2)[CH:16]=[CH:15][C:12]=1[C:13]#[N:14]. (2) Given the reactants [CH3:1][O:2][C:3]1[CH:4]=[C:5]([CH:8]=[CH:9][C:10]=1[N:11]1[CH:15]=[C:14]([CH3:16])[N:13]=[CH:12]1)[CH:6]=O.C([O:19][C:20](=[O:30])[CH2:21]P(OCC)(OCC)=O)C.O.[OH-].[Li+].[OH-].[Na+].Cl, predict the reaction product. The product is: [CH3:1][O:2][C:3]1[CH:4]=[C:5](/[CH:6]=[CH:21]/[C:20]([OH:30])=[O:19])[CH:8]=[CH:9][C:10]=1[N:11]1[CH:15]=[C:14]([CH3:16])[N:13]=[CH:12]1. (3) Given the reactants [C:1]1([S:7]([C:10]([CH:19]2[CH2:31][C:22]3[NH:23][C:24]4[CH:25]=[CH:26][C:27]([Cl:30])=[CH:28][C:29]=4[C:21]=3[CH2:20]2)([F:18])[C:11]2[O:15][N:14]=[C:13]([CH2:16][NH2:17])[N:12]=2)(=[O:9])=[O:8])[CH:6]=[CH:5][CH:4]=[CH:3][CH:2]=1.[F:32][C:33]([F:38])([F:37])[C:34](O)=[O:35].N1C=CC=CC=1, predict the reaction product. The product is: [C:1]1([S:7]([C:10]([CH:19]2[CH2:31][C:22]3[NH:23][C:24]4[CH:25]=[CH:26][C:27]([Cl:30])=[CH:28][C:29]=4[C:21]=3[CH2:20]2)([F:18])[C:11]2[O:15][N:14]=[C:13]([CH2:16][NH:17][C:34](=[O:35])[C:33]([F:38])([F:37])[F:32])[N:12]=2)(=[O:9])=[O:8])[CH:2]=[CH:3][CH:4]=[CH:5][CH:6]=1. (4) Given the reactants [CH3:1][O:2][C:3](=[O:17])[C@@H:4]([O:14][CH2:15][CH3:16])[CH2:5][C:6]1[CH:11]=[CH:10][C:9]([OH:12])=[CH:8][C:7]=1[CH3:13].Cl[CH2:19][C:20]1[N:21]=[C:22]([C:25]2[CH:30]=[CH:29][C:28]([C:31]([F:34])([F:33])[F:32])=[CH:27][CH:26]=2)[S:23][CH:24]=1.FC(F)(F)C1C=CC(C(N)=S)=CC=1.ClCC(CCl)=O.C(=O)([O-])[O-].[Cs+].[Cs+].[I-].[K+], predict the reaction product. The product is: [CH3:1][O:2][C:3](=[O:17])[C@@H:4]([O:14][CH2:15][CH3:16])[CH2:5][C:6]1[CH:11]=[CH:10][C:9]([O:12][CH2:19][C:20]2[N:21]=[C:22]([C:25]3[CH:26]=[CH:27][C:28]([C:31]([F:34])([F:32])[F:33])=[CH:29][CH:30]=3)[S:23][CH:24]=2)=[CH:8][C:7]=1[CH3:13]. (5) Given the reactants OCC(CO)O.C[C@@H]1O[C@@H](O[C@H:14]2[C@H:19](O)[C@@H:18](O)[C@H:17]([NH:22]C(N)=N)[C@@H:16]([OH:26])[C@@H:15]2[NH:27]C(N)=N)[C@H](O[C@@H]2O[C@@H](CO)[C@H](O)[C@@H](O)[C@@H]2NC)[C@@]1(O)C=O.[OH-:47].[K+], predict the reaction product. The product is: [NH2:22][C@H:17]([C:16]([OH:26])=[O:47])[CH2:18][CH2:19][CH2:14][CH2:15][NH2:27].